Dataset: Full USPTO retrosynthesis dataset with 1.9M reactions from patents (1976-2016). Task: Predict the reactants needed to synthesize the given product. (1) Given the product [ClH:46].[ClH:46].[ClH:46].[OH:45][C:29]1[CH:28]=[CH:27][C:24]2[C:25](=[O:26])/[C:21](=[CH:20]/[C:16]3[C:15]4[C:19](=[C:11]([CH2:10][NH:8][CH3:6])[CH:12]=[CH:13][CH:14]=4)[NH:18][CH:17]=3)/[O:22][C:23]=2[C:30]=1[CH2:31][N:32]1[CH2:33][CH2:34][NH:35][CH2:36][CH2:37]1, predict the reactants needed to synthesize it. The reactants are: C(O[C:6]([N:8]([CH2:10][C:11]1[CH:12]=[CH:13][CH:14]=[C:15]2[C:19]=1[NH:18][CH:17]=[C:16]2/[CH:20]=[C:21]1\[O:22][C:23]2[C:30]([CH2:31][N:32]3[CH2:37][CH2:36][N:35](C(OC(C)(C)C)=O)[CH2:34][CH2:33]3)=[C:29]([OH:45])[CH:28]=[CH:27][C:24]=2[C:25]\1=[O:26])C)=O)(C)(C)C.[ClH:46]. (2) Given the product [NH2:10][CH2:9][C:5]1[C:6](=[O:8])[NH:7][C:2]([CH3:1])=[CH:3][C:4]=1[CH2:11][CH2:12][CH3:13], predict the reactants needed to synthesize it. The reactants are: [CH3:1][C:2]1[NH:7][C:6](=[O:8])[C:5]([C:9]#[N:10])=[C:4]([CH2:11][CH2:12][CH3:13])[CH:3]=1.N. (3) Given the product [CH2:19]([O:13][C:8]1[C:7]([Si:14]([CH3:17])([CH3:16])[CH3:15])=[CH:6][C:5]2[C:10]([CH:9]=1)=[C:11]([F:12])[C:2]([F:1])=[CH:3][CH:4]=2)[CH3:20], predict the reactants needed to synthesize it. The reactants are: [F:1][C:2]1[C:11]([F:12])=[C:10]2[C:5]([CH:6]=[C:7]([Si:14]([CH3:17])([CH3:16])[CH3:15])[C:8]([OH:13])=[CH:9]2)=[CH:4][CH:3]=1.Br[CH2:19][CH3:20].C(=O)([O-])[O-].[K+].[K+].